This data is from HIV replication inhibition screening data with 41,000+ compounds from the AIDS Antiviral Screen. The task is: Binary Classification. Given a drug SMILES string, predict its activity (active/inactive) in a high-throughput screening assay against a specified biological target. (1) The compound is COc1ccc(OC)c2c1C=CC(C1(C)SCCS1)C2C(C)=O. The result is 0 (inactive). (2) The compound is CC(O)CN1c2ccccc2Sc2ccccc21.CS(=O)(=O)O. The result is 0 (inactive). (3) The drug is OCC1CCCCCCCCCCC12SCCCS2. The result is 0 (inactive). (4) The drug is Cc1cc(-c2cccs2)oc(=O)c1NC(=O)c1cnccn1. The result is 0 (inactive). (5) The compound is CC(=O)Oc1c(OC(C)=O)c(C=O)c2c(OC(C)=O)c(-c3c(C)cc4c(C(C)C)c(OC(C)=O)c(OC(C)=O)c(C=O)c4c3OC(C)=O)c(C)cc2c1C(C)C. The result is 0 (inactive). (6) The molecule is COc1ccc(Cc2nc3ccccc3s2)cc1OC. The result is 0 (inactive). (7) The compound is O=[N+]([O-])c1cccc(S(=O)(=O)SSS(=O)(=O)c2cccc([N+](=O)[O-])c2)c1. The result is 0 (inactive). (8) The drug is COc1ccc(C(C)=O)cc1CN1CCN(Cc2cc(C(C)=O)ccc2OC)CC1. The result is 0 (inactive). (9) The drug is C=CCc1cc(OC)c2c(c1)C(OC(C)=O)CC(c1ccc(OC)c(OC)c1)O2. The result is 0 (inactive). (10) The result is 1 (active). The compound is Nc1c(N=Nc2ccc(CCc3ccc(N=Nc4cc(S(=O)(=O)O)c5cccc(S(=O)(=O)O)c5c4N)cc3S(=O)(=O)O)c(S(=O)(=O)O)c2)cc(S(=O)(=O)O)c2cccc(S(=O)(=O)O)c12.[NaH].